Dataset: Forward reaction prediction with 1.9M reactions from USPTO patents (1976-2016). Task: Predict the product of the given reaction. Given the reactants I[C:2]1[CH:3]=[N:4][N:5]2[CH2:10][CH:9]([CH3:11])[N:8]([C:12]([O:14][C:15]([CH3:18])([CH3:17])[CH3:16])=[O:13])[CH2:7][C:6]=12.[CH3:19][C:20]1([CH3:26])[CH2:24][NH:23][C:22](=[O:25])[CH2:21]1.[C@H]1(N)CCCC[C@@H]1N.[O-]P([O-])([O-])=O.[K+].[K+].[K+], predict the reaction product. The product is: [CH3:19][C:20]1([CH3:26])[CH2:24][N:23]([C:2]2[CH:3]=[N:4][N:5]3[CH2:10][CH:9]([CH3:11])[N:8]([C:12]([O:14][C:15]([CH3:18])([CH3:17])[CH3:16])=[O:13])[CH2:7][C:6]=23)[C:22](=[O:25])[CH2:21]1.